From a dataset of Catalyst prediction with 721,799 reactions and 888 catalyst types from USPTO. Predict which catalyst facilitates the given reaction. (1) The catalyst class is: 40. Reactant: [OH-].[K+].[Cl:3][C:4]1[CH:5]=[CH:6][CH:7]=[C:8]2[C:12]=1[C:11](=[O:13])[N:10]([C@H:14]1[C:22]3[C:17](=[CH:18][CH:19]=[C:20]([C:23]([O:25]C)=[O:24])[CH:21]=3)[CH2:16][CH2:15]1)[CH2:9]2. Product: [Cl:3][C:4]1[CH:5]=[CH:6][CH:7]=[C:8]2[C:12]=1[C:11](=[O:13])[N:10]([C@H:14]1[C:22]3[C:17](=[CH:18][CH:19]=[C:20]([C:23]([OH:25])=[O:24])[CH:21]=3)[CH2:16][CH2:15]1)[CH2:9]2. (2) Reactant: [C:1]([O:5][C:6]([N:8]1[C:12]2=[N:13][CH:14]=[C:15]([Cl:17])[CH:16]=[C:11]2[C:10]([CH2:18]N(C)C)=[CH:9]1)=[O:7])([CH3:4])([CH3:3])[CH3:2].[Cl:22]C(OCC)=O. The catalyst class is: 11. Product: [C:1]([O:5][C:6]([N:8]1[C:12]2=[N:13][CH:14]=[C:15]([Cl:17])[CH:16]=[C:11]2[C:10]([CH2:18][Cl:22])=[CH:9]1)=[O:7])([CH3:4])([CH3:3])[CH3:2]. (3) Reactant: [N:1]([CH2:4][C:5]1[CH:6]=[C:7]([CH:39]=[CH:40][CH:41]=1)[C:8]([NH:10][C:11]1[CH:16]=[CH:15][C:14]([N:17]2[CH2:22][CH2:21][CH2:20][CH2:19][CH2:18]2)=[CH:13][C:12]=1[C:23]([NH:25]/[N:26]=[CH:27]/[C:28]1[CH:33]=[CH:32][C:31]([Cl:34])=[C:30]([C:35]([F:38])([F:37])[F:36])[CH:29]=1)=[O:24])=[O:9])=[N+:2]=[N-:3].[C:42]([OH:49])(=[O:48])[C:43]#[C:44][C:45]([OH:47])=[O:46]. Product: [Cl:34][C:31]1[CH:32]=[CH:33][C:28](/[CH:27]=[N:26]/[NH:25][C:23]([C:12]2[CH:13]=[C:14]([N:17]3[CH2:18][CH2:19][CH2:20][CH2:21][CH2:22]3)[CH:15]=[CH:16][C:11]=2[NH:10][C:8]([C:7]2[CH:6]=[C:5]([CH:41]=[CH:40][CH:39]=2)[CH2:4][N:1]2[C:44]([C:45]([OH:47])=[O:46])=[C:43]([C:42]([OH:49])=[O:48])[N:3]=[N:2]2)=[O:9])=[O:24])=[CH:29][C:30]=1[C:35]([F:38])([F:36])[F:37]. The catalyst class is: 870. (4) Reactant: [C:1]([NH:4][C:5]1[CH:6]=[CH:7][CH:8]=[C:9]2[C:14]=1[N:13]=[CH:12][CH:11]=[C:10]2[O:15][C:16]1[CH:17]=[C:18]([N:23](C(C)(C)C)C(=O)[O-])[CH:19]=[CH:20][C:21]=1[CH3:22])(=[O:3])[CH3:2].[OH-].[Na+]. Product: [C:1]([NH:4][C:5]1[CH:6]=[CH:7][CH:8]=[C:9]2[C:14]=1[N:13]=[CH:12][CH:11]=[C:10]2[O:15][C:16]1[CH:17]=[C:18]([NH2:23])[CH:19]=[CH:20][C:21]=1[CH3:22])(=[O:3])[CH3:2]. The catalyst class is: 281. (5) Reactant: CC1[N:3]([C:8]2[CH:9]=[C:10]3[C:15](=[CH:16][CH:17]=2)[CH:14]([CH3:18])[NH:13][CH2:12][CH2:11]3)C(C)=CC=1.O.Cl.NO.[OH-].[K+]. Product: [CH3:18][CH:14]1[C:15]2[C:10](=[CH:9][C:8]([NH2:3])=[CH:17][CH:16]=2)[CH2:11][CH2:12][NH:13]1. The catalyst class is: 14. (6) Reactant: C([Li])CCC.[CH3:6][C:7]#[N:8].[CH:9]1([C:15](OC)=[O:16])[CH2:14][CH2:13][CH2:12][CH2:11][CH2:10]1. Product: [CH:9]1([C:15](=[O:16])[CH2:6][C:7]#[N:8])[CH2:14][CH2:13][CH2:12][CH2:11][CH2:10]1. The catalyst class is: 1. (7) Reactant: [NH2:1][C:2]1[N:10]=[CH:9][CH:8]=[CH:7][C:3]=1[C:4]([OH:6])=[O:5].C(=O)([O-])[O-].[K+].[K+].[CH2:17](Br)[CH:18]=[CH2:19].C(=O)(O)[O-].[Na+]. Product: [NH2:1][C:2]1[N:10]=[CH:9][CH:8]=[CH:7][C:3]=1[C:4]([O:6][CH2:19][CH:18]=[CH2:17])=[O:5]. The catalyst class is: 21. (8) Reactant: [OH:1][C@H:2]([C@@H:8]([OH:14])[C:9]([O:11][CH2:12][CH3:13])=[O:10])[C:3]([O:5][CH2:6][CH3:7])=[O:4].[C:15]1(=O)[CH2:20][CH2:19][CH2:18][CH2:17][CH2:16]1. Product: [O:1]1[C:15]2([CH2:20][CH2:19][CH2:18][CH2:17][CH2:16]2)[O:14][C@@H:8]([C:9]([O:11][CH2:12][CH3:13])=[O:10])[C@@H:2]1[C:3]([O:5][CH2:6][CH3:7])=[O:4]. The catalyst class is: 11. (9) Reactant: Br[C:2]1[CH:7]=[CH:6][C:5]([CH:8]2[O:12][CH2:11][CH2:10][O:9]2)=[CH:4][CH:3]=1.C([Li])CCC.CON(C)[C:21](=[O:28])[CH2:22][C:23]1[S:24][CH:25]=[CH:26][CH:27]=1. Product: [O:9]1[CH2:10][CH2:11][O:12][CH:8]1[C:5]1[CH:6]=[CH:7][C:2]([C:21](=[O:28])[CH2:22][C:23]2[S:24][CH:25]=[CH:26][CH:27]=2)=[CH:3][CH:4]=1. The catalyst class is: 1.